This data is from Full USPTO retrosynthesis dataset with 1.9M reactions from patents (1976-2016). The task is: Predict the reactants needed to synthesize the given product. (1) Given the product [Cl:24][C:8]1[C:7]2[CH2:6][CH:5]([CH3:25])[C:4](=[O:26])[N:13]([C:14]3[C:15]([CH3:22])=[CH:16][C:17]([CH3:21])=[CH:18][C:19]=3[CH3:20])[C:12]=2[N:11]=[C:10]([CH3:23])[N:9]=1, predict the reactants needed to synthesize it. The reactants are: C(O[C:4](=[O:26])[CH:5]([CH3:25])[CH2:6][C:7]1[C:8]([Cl:24])=[N:9][C:10]([CH3:23])=[N:11][C:12]=1[NH:13][C:14]1[C:19]([CH3:20])=[CH:18][C:17]([CH3:21])=[CH:16][C:15]=1[CH3:22])C.CC1C=CC(S(O)(=O)=O)=CC=1. (2) Given the product [CH3:16][NH:18][C:19]([CH3:69])([C:21]([NH:23][C@H:24]([C:28]([N:30]([C@@H:32]([C@@H:65]([CH3:68])[CH2:66][CH3:67])[C@H:33]([O:63][CH3:64])[CH2:34][C:35]([N:37]1[CH2:41][CH2:40][CH2:39][C@H:38]1[C@H:42]([O:61][CH3:62])[C@@H:43]([CH3:60])[C:44]([NH:46][C@H:47]([C:55]1[S:56][CH:57]=[CH:58][N:59]=1)[CH2:48][C:49]1[CH:54]=[CH:53][CH:52]=[CH:51][CH:50]=1)=[S:45])=[O:36])[CH3:31])=[O:29])[CH:25]([CH3:27])[CH3:26])=[O:22])[CH3:20], predict the reactants needed to synthesize it. The reactants are: C1C2C(CO[C:16]([N:18](C)[C:19]([CH3:69])([C:21]([NH:23][C@H:24]([C:28]([N:30]([C@@H:32]([C@@H:65]([CH3:68])[CH2:66][CH3:67])[C@H:33]([O:63][CH3:64])[CH2:34][C:35]([N:37]3[CH2:41][CH2:40][CH2:39][C@H:38]3[C@H:42]([O:61][CH3:62])[C@@H:43]([CH3:60])[C:44]([NH:46][C@H:47]([C:55]3[S:56][CH:57]=[CH:58][N:59]=3)[CH2:48][C:49]3[CH:54]=[CH:53][CH:52]=[CH:51][CH:50]=3)=[S:45])=[O:36])[CH3:31])=[O:29])[CH:25]([CH3:27])[CH3:26])=[O:22])[CH3:20])=O)C3C(=CC=CC=3)C=2C=CC=1. (3) Given the product [Br:1][C:2]1[CH:3]=[CH:4][C:5]2[CH2:12][O:11][C:10]3[CH:13]=[CH:14][C:15]([Cl:17])=[CH:16][C:9]=3[N:8]([C:19](=[O:21])[CH3:20])[CH2:7][C:6]=2[CH:18]=1, predict the reactants needed to synthesize it. The reactants are: [Br:1][C:2]1[CH:3]=[CH:4][C:5]2[CH2:12][O:11][C:10]3[CH:13]=[CH:14][C:15]([Cl:17])=[CH:16][C:9]=3[NH:8][CH2:7][C:6]=2[CH:18]=1.[C:19](OC(=O)C)(=[O:21])[CH3:20].N1C=CC=CC=1. (4) Given the product [C:1]([N:4]1[C:13]2[C:8](=[CH:9][C:10]([C:14]3[CH:19]=[CH:18][C:17]([CH2:20][N:33]4[CH2:34][CH2:35][N:30]([C:36]([O:38][C:39]([CH3:42])([CH3:41])[CH3:40])=[O:37])[CH2:31][CH2:32]4)=[CH:16][CH:15]=3)=[CH:11][CH:12]=2)[C@H:7]([NH:22][C:23]([O:24][CH:25]([CH3:27])[CH3:26])=[O:28])[CH2:6][C@@H:5]1[CH3:29])(=[O:3])[CH3:2], predict the reactants needed to synthesize it. The reactants are: [C:1]([N:4]1[C:13]2[C:8](=[CH:9][C:10]([C:14]3[CH:19]=[CH:18][C:17]([CH:20]=O)=[CH:16][CH:15]=3)=[CH:11][CH:12]=2)[C@H:7]([NH:22][C:23](=[O:28])[O:24][CH:25]([CH3:27])[CH3:26])[CH2:6][C@@H:5]1[CH3:29])(=[O:3])[CH3:2].[N:30]1([C:36]([O:38][C:39]([CH3:42])([CH3:41])[CH3:40])=[O:37])[CH2:35][CH2:34][NH:33][CH2:32][CH2:31]1.C(O[BH-](OC(=O)C)OC(=O)C)(=O)C.[Na+].C(OCC)(=O)C. (5) Given the product [Cl:12][C:10]1[C:9]2[C:4](=[CH:5][CH:6]=[CH:7][CH:8]=2)[N:3]=[C:2]([N:17]2[CH2:18][CH2:19][N:14]([CH3:13])[CH2:15][CH2:16]2)[N:11]=1, predict the reactants needed to synthesize it. The reactants are: Cl[C:2]1[N:11]=[C:10]([Cl:12])[C:9]2[C:4](=[CH:5][CH:6]=[CH:7][CH:8]=2)[N:3]=1.[CH3:13][N:14]1[CH2:19][CH2:18][N:17](C)[CH2:16][CH2:15]1.C([O-])(O)=O.[Na+].O. (6) Given the product [N:1]1([C:8]2[C:17]([C:18]3[CH:23]=[CH:22][CH:21]=[CH:20][CH:19]=3)=[N:16][C:15]3[C:10](=[CH:11][CH:12]=[C:13]([C:24]([OH:26])=[O:25])[CH:14]=3)[N:9]=2)[CH2:2][CH2:3][CH2:4][CH2:5][CH2:6][CH2:7]1, predict the reactants needed to synthesize it. The reactants are: [N:1]1([C:8]2[C:17]([C:18]3[CH:23]=[CH:22][CH:21]=[CH:20][CH:19]=3)=[N:16][C:15]3[C:10](=[CH:11][CH:12]=[C:13]([C:24]([O:26]C)=[O:25])[CH:14]=3)[N:9]=2)[CH2:7][CH2:6][CH2:5][CH2:4][CH2:3][CH2:2]1.[OH-].[Na+].Cl. (7) Given the product [Cl:21][C:8]1[N:7]=[C:6]2[N:2]([CH3:1])[C:3]([C:15]([F:18])([F:17])[F:16])=[N:4][C:5]2=[CH:10][C:9]=1[N+:11]([O-:13])=[O:12], predict the reactants needed to synthesize it. The reactants are: [CH3:1][N:2]1[C:6]2=[N+:7]([O-])[CH:8]=[C:9]([N+:11]([O-:13])=[O:12])[CH:10]=[C:5]2[N:4]=[C:3]1[C:15]([F:18])([F:17])[F:16].O=P(Cl)(Cl)[Cl:21]. (8) The reactants are: [CH2:1]([O:8][C:9]1[C:17]2[N:16]=[C:15]([CH3:18])[N:14]([CH3:19])[C:13]=2[CH:12]=[C:11]([CH2:20][OH:21])[CH:10]=1)[C:2]1[CH:7]=[CH:6][CH:5]=[CH:4][CH:3]=1.[H-].[Na+].[CH3:24]I.[Cl-].[NH4+]. Given the product [CH2:1]([O:8][C:9]1[C:17]2[N:16]=[C:15]([CH3:18])[N:14]([CH3:19])[C:13]=2[CH:12]=[C:11]([CH2:20][O:21][CH3:24])[CH:10]=1)[C:2]1[CH:7]=[CH:6][CH:5]=[CH:4][CH:3]=1, predict the reactants needed to synthesize it. (9) Given the product [CH3:15][NH:16][CH:11]1[CH2:12][CH2:13][N:8]([C:6]([O:5][C:1]([CH3:4])([CH3:3])[CH3:2])=[O:7])[CH2:9][CH2:10]1, predict the reactants needed to synthesize it. The reactants are: [C:1]([O:5][C:6]([N:8]1[CH2:13][CH2:12][C:11](=O)[CH2:10][CH2:9]1)=[O:7])([CH3:4])([CH3:3])[CH3:2].[CH3:15][NH2:16].[BH4-].[Na+].O.